From a dataset of Catalyst prediction with 721,799 reactions and 888 catalyst types from USPTO. Predict which catalyst facilitates the given reaction. (1) Reactant: [CH3:1][CH:2]([CH3:5])[CH2:3][OH:4].CCOC(/N=N/C(OCC)=O)=O.C1(P(C2C=CC=CC=2)C2C=CC=CC=2)C=CC=CC=1.O[C:38]1[CH:43]=[CH:42][C:41]([C@@H:44]([NH:57][C:58](=[O:67])[C@H:59]([C:61]2[CH:66]=[CH:65][CH:64]=[CH:63][CH:62]=2)[CH3:60])[C@H:45]2[CH2:49][CH2:48][CH2:47][N:46]2[C:50]([O:52][C:53]([CH3:56])([CH3:55])[CH3:54])=[O:51])=[CH:40][CH:39]=1. Product: [CH2:3]([O:4][C:38]1[CH:39]=[CH:40][C:41]([C@@H:44]([NH:57][C:58](=[O:67])[C@H:59]([C:61]2[CH:66]=[CH:65][CH:64]=[CH:63][CH:62]=2)[CH3:60])[C@H:45]2[CH2:49][CH2:48][CH2:47][N:46]2[C:50]([O:52][C:53]([CH3:56])([CH3:54])[CH3:55])=[O:51])=[CH:42][CH:43]=1)[CH:2]([CH3:5])[CH3:1]. The catalyst class is: 1. (2) Reactant: C[Si](C)(C)N[Si](C)(C)C.[Na].[CH:11]([O:14][CH2:15][C:16]([O:18][CH2:19][CH3:20])=[O:17])([CH3:13])[CH3:12].[CH:21]([C:23]1[CH:24]=[CH:25][C:26]([O:38][CH3:39])=[C:27]([CH:37]=1)[CH2:28][NH:29][C:30](=[O:36])[O:31][C:32]([CH3:35])([CH3:34])[CH3:33])=[O:22].[Cl-].[NH4+]. Product: [C:32]([O:31][C:30]([NH:29][CH2:28][C:27]1[CH:37]=[C:23]([CH:21]([OH:22])[CH:15]([O:14][CH:11]([CH3:13])[CH3:12])[C:16]([O:18][CH2:19][CH3:20])=[O:17])[CH:24]=[CH:25][C:26]=1[O:38][CH3:39])=[O:36])([CH3:35])([CH3:33])[CH3:34]. The catalyst class is: 355. (3) Reactant: [Br:1][C:2]1[CH:3]=[C:4]([OH:8])[CH:5]=[N:6][CH:7]=1.[Br:9][CH2:10][CH2:11][CH2:12]Br.[H-].[Na+].CN(C=O)C. Product: [Br:1][C:2]1[CH:7]=[N:6][CH:5]=[C:4]([O:8][CH2:12][CH2:11][CH2:10][Br:9])[CH:3]=1. The catalyst class is: 6. (4) Reactant: [CH2:1]([N:4]1[C:13]2[C:8](=[CH:9][C:10]([C:14]([NH:16][CH2:17][CH2:18][O:19][Si:20]([C:23]([CH3:26])([CH3:25])[CH3:24])([CH3:22])[CH3:21])=[O:15])=[CH:11][CH:12]=2)[CH2:7][CH2:6][CH2:5]1)[CH:2]=C.I([O-])(=O)(=O)=[O:28].[Na+]. Product: [O:28]=[CH:2][CH2:1][N:4]1[C:13]2[C:8](=[CH:9][C:10]([C:14]([NH:16][CH2:17][CH2:18][O:19][Si:20]([C:23]([CH3:26])([CH3:25])[CH3:24])([CH3:21])[CH3:22])=[O:15])=[CH:11][CH:12]=2)[CH2:7][CH2:6][CH2:5]1. The catalyst class is: 822. (5) Reactant: [NH2:1][C:2]1[CH:9]=[CH:8][C:5]([C:6]#[N:7])=[C:4]([O:10][CH2:11][CH2:12][CH2:13][CH2:14][NH2:15])[CH:3]=1.C(O)(C(F)(F)F)=O.[Cl:23][C:24]1[N:25]=[C:26](Cl)[C:27]2[CH2:33][N:32]([CH3:34])[CH2:31][CH:30]([C:35]3[CH:40]=[CH:39][C:38]([F:41])=[CH:37][CH:36]=3)[C:28]=2[N:29]=1.CCN(C(C)C)C(C)C. Product: [NH2:1][C:2]1[CH:9]=[CH:8][C:5]([C:6]#[N:7])=[C:4]([O:10][CH2:11][CH2:12][CH2:13][CH2:14][NH:15][C:26]2[C:27]3[CH2:33][N:32]([CH3:34])[CH2:31][CH:30]([C:35]4[CH:40]=[CH:39][C:38]([F:41])=[CH:37][CH:36]=4)[C:28]=3[N:29]=[C:24]([Cl:23])[N:25]=2)[CH:3]=1. The catalyst class is: 10. (6) Reactant: [CH3:1][C:2]1[N:3]=[C:4]2[CH:9]=[CH:8][C:7]([C:10]3[CH:15]=[CH:14][CH:13]=[CH:12][C:11]=3[C:16]([F:19])([F:18])[F:17])=[N:6][N:5]2[C:20]=1[C:21]([OH:23])=O.CN(C(ON1[N:40]=[N:39][C:34]2[CH:35]=[CH:36][CH:37]=[N:38]C1=2)=[N+](C)C)C.F[P-](F)(F)(F)(F)F.N1C=CC=C(N)N=1.CCN(C(C)C)C(C)C. Product: [CH3:1][C:2]1[N:3]=[C:4]2[CH:9]=[CH:8][C:7]([C:10]3[CH:15]=[CH:14][CH:13]=[CH:12][C:11]=3[C:16]([F:17])([F:19])[F:18])=[N:6][N:5]2[C:20]=1[C:21]([NH:38][C:37]1[N:40]=[N:39][CH:34]=[CH:35][CH:36]=1)=[O:23]. The catalyst class is: 18. (7) Reactant: [CH3:1][O:2][C:3]1[CH:4]=[C:5]([CH3:10])[CH:6]=[C:7](Br)[CH:8]=1.[Li]CCCC.[CH2:16](Br)/[CH:17]=[C:18](/[CH2:20][CH2:21]/[CH:22]=[C:23](/[CH2:25][CH2:26][CH:27]=[C:28]([CH3:30])[CH3:29])\[CH3:24])\[CH3:19].[NH4+].[Cl-].[NH4+].[OH-]. Product: [CH3:1][O:2][C:3]1[CH:8]=[C:7]([CH2:16]/[CH:17]=[C:18](\[CH3:19])/[CH2:20][CH2:21]/[CH:22]=[C:23](\[CH3:24])/[CH2:25][CH2:26][CH:27]=[C:28]([CH3:30])[CH3:29])[CH:6]=[C:5]([CH3:10])[CH:4]=1. The catalyst class is: 116. (8) Reactant: C([O:3][C:4]([C:6]1[CH:10]=[C:9]([CH3:11])[N:8]([CH2:12][C:13]2[CH:18]=[C:17]([Cl:19])[CH:16]=[CH:15][C:14]=2[O:20][CH2:21][C:22]2[CH:27]=[CH:26][C:25]([O:28][CH3:29])=[CH:24][CH:23]=2)[N:7]=1)=[O:5])C.[Li+].[OH-].O. Product: [CH3:11][C:9]1[NH:8][N:7]=[C:6]([C:4]([OH:5])=[O:3])[CH:10]=1.[Cl:19][C:17]1[CH:16]=[CH:15][C:14]([O:20][CH2:21][C:22]2[CH:23]=[CH:24][C:25]([O:28][CH3:29])=[CH:26][CH:27]=2)=[C:13]([CH:18]=1)[CH2:12][N:8]1[C:9]([CH3:11])=[CH:10][C:6]([C:4]([OH:5])=[O:3])=[N:7]1. The catalyst class is: 14. (9) Reactant: [Cl:1][C:2]1[CH:3]=[C:4]([C:8]2[N:16]=[C:15]([C:17]#[N:18])[N:14]=[C:13]3[C:9]=2[N:10]([CH2:27][C@H:28]2[CH2:33][CH2:32][C@H:31]([CH3:34])[CH2:30][CH2:29]2)[C:11]([CH:19]([OH:26])[CH:20]2[CH2:25][CH2:24][O:23][CH2:22][CH2:21]2)=[N:12]3)[CH:5]=[CH:6][CH:7]=1.[H-].[Na+].[CH3:37]I. Product: [Cl:1][C:2]1[CH:3]=[C:4]([C:8]2[N:16]=[C:15]([C:17]#[N:18])[N:14]=[C:13]3[C:9]=2[N:10]([CH2:27][C@H:28]2[CH2:29][CH2:30][C@H:31]([CH3:34])[CH2:32][CH2:33]2)[C:11]([CH:19]([O:26][CH3:37])[CH:20]2[CH2:21][CH2:22][O:23][CH2:24][CH2:25]2)=[N:12]3)[CH:5]=[CH:6][CH:7]=1. The catalyst class is: 1.